Predict the reactants needed to synthesize the given product. From a dataset of Full USPTO retrosynthesis dataset with 1.9M reactions from patents (1976-2016). (1) Given the product [Br:29][C:10]1[S:11][C:12]([C:13]2[CH:18]=[CH:17][C:16]([Cl:19])=[CH:15][C:14]=2[CH3:20])=[C:8]([C:5]2[CH:6]=[CH:7][C:2]([Cl:1])=[CH:3][C:4]=2[CH3:21])[N:9]=1, predict the reactants needed to synthesize it. The reactants are: [Cl:1][C:2]1[CH:7]=[CH:6][C:5]([C:8]2[N:9]=[CH:10][S:11][C:12]=2[C:13]2[CH:18]=[CH:17][C:16]([Cl:19])=[CH:15][C:14]=2[CH3:20])=[C:4]([CH3:21])[CH:3]=1.C1C(=O)N([Br:29])C(=O)C1.CC([O-])=O.[Na+]. (2) Given the product [Br:16][C:7]1[CH:8]=[C:9]([N+:13]([O-:15])=[O:14])[C:10]([NH2:12])=[N:11][C:6]=1[C:2]1[O:1][CH:5]=[CH:4][CH:3]=1, predict the reactants needed to synthesize it. The reactants are: [O:1]1[CH:5]=[CH:4][CH:3]=[C:2]1[C:6]1[N:11]=[C:10]([NH2:12])[C:9]([N+:13]([O-:15])=[O:14])=[CH:8][CH:7]=1.[Br:16]N1C(=O)CCC1=O. (3) Given the product [C:9]([N:1]1[CH2:5][CH2:4][CH2:3][CH2:2]1)(=[O:10])[C:8]#[CH:7], predict the reactants needed to synthesize it. The reactants are: [NH:1]1[CH2:5][CH2:4][CH2:3][CH2:2]1.C[C:7]#[C:8][C:9]([O-])=[O:10].Cl.